This data is from Catalyst prediction with 721,799 reactions and 888 catalyst types from USPTO. The task is: Predict which catalyst facilitates the given reaction. (1) Reactant: CCN(CC)CC.Br.[Br:9][C:10]1[S:14][C:13]([NH2:15])=[N:12][CH:11]=1.[C:16](O[C:16]([C:18]([F:21])([F:20])[F:19])=[O:17])([C:18]([F:21])([F:20])[F:19])=[O:17].O. Product: [Br:9][C:10]1[S:14][C:13]([NH:15][C:16](=[O:17])[C:18]([F:21])([F:20])[F:19])=[N:12][CH:11]=1. The catalyst class is: 2. (2) Reactant: [C:1]([OH:13])(=[O:12])[CH2:2][C:3]([CH2:8][C:9]([OH:11])=[O:10])([C:5]([OH:7])=[O:6])[OH:4].[OH:14][CH2:15][CH:16]([CH2:18][OH:19])[OH:17]. Product: [OH:14][CH2:15][CH:16]([CH2:18][OH:19])[OH:17].[C:1]([O-:13])(=[O:12])[CH2:2][C:3]([CH2:8][C:9]([O-:11])=[O:10])([C:5]([O-:7])=[O:6])[OH:4]. The catalyst class is: 501. (3) The catalyst class is: 1. Product: [CH2:1]([N:8]1[CH2:9][C:10](=[O:12])[N:32]([CH2:29][C:30]#[CH:31])[C:14](=[O:16])[CH2:13]1)[C:2]1[CH:3]=[CH:4][CH:5]=[CH:6][CH:7]=1. Reactant: [CH2:1]([N:8]([CH2:13][C:14]([OH:16])=O)[CH2:9][C:10]([OH:12])=O)[C:2]1[CH:7]=[CH:6][CH:5]=[CH:4][CH:3]=1.C(N1C=CN=C1)(N1C=CN=C1)=O.[CH2:29]([NH2:32])[C:30]#[CH:31]. (4) Reactant: Cl.[NH2:2][OH:3].C([O-])(=O)C.[Na+].[NH:9]1[C:17]2[C:12](=[N:13][CH:14]=[CH:15][CH:16]=2)[C:11]([N:18]2[CH2:23][CH2:22][C:21](=O)[CH2:20][CH2:19]2)=[CH:10]1. Product: [NH:9]1[C:17]2[C:12](=[N:13][CH:14]=[CH:15][CH:16]=2)[C:11]([N:18]2[CH2:23][CH2:22][C:21](=[N:2][OH:3])[CH2:20][CH2:19]2)=[CH:10]1. The catalyst class is: 5. (5) Reactant: [F:1][C:2]1[CH:31]=[CH:30][CH:29]=[C:28]([F:32])[C:3]=1[C:4]([NH:6][C:7]1[CH:12]=[CH:11][C:10]([C:13]2[C:25]([CH3:26])=[C:24]3[C:16]([CH:17](O)[CH2:18][C:19]4([O:23]3)[CH2:22][CH2:21][CH2:20]4)=[CH:15][CH:14]=2)=[CH:9][CH:8]=1)=[O:5].[BH4-].[Na+]. Product: [F:1][C:2]1[CH:31]=[CH:30][CH:29]=[C:28]([F:32])[C:3]=1[C:4]([NH:6][C:7]1[CH:12]=[CH:11][C:10]([C:13]2[C:25]([CH3:26])=[C:24]3[C:16]([CH2:17][CH2:18][C:19]4([O:23]3)[CH2:20][CH2:21][CH2:22]4)=[CH:15][CH:14]=2)=[CH:9][CH:8]=1)=[O:5]. The catalyst class is: 8. (6) Reactant: C[O:2][C:3]1[CH:20]=[CH:19][C:6]([O:7][C:8]2[CH:13]=[CH:12][C:11]([C:14]3[CH:18]=[CH:17][NH:16][N:15]=3)=[CH:10][CH:9]=2)=[CH:5][CH:4]=1.B(Br)(Br)Br. Product: [NH:16]1[CH:17]=[CH:18][C:14]([C:11]2[CH:12]=[CH:13][C:8]([O:7][C:6]3[CH:19]=[CH:20][C:3]([OH:2])=[CH:4][CH:5]=3)=[CH:9][CH:10]=2)=[N:15]1. The catalyst class is: 2. (7) The catalyst class is: 53. Reactant: [C:1]([O:5][C:6]([NH:8][C@H:9]1[CH2:14][CH2:13][CH2:12][CH2:11][C@H:10]1[NH:15][C:16]1[N:21]=[C:20]([CH3:22])[C:19]([C:23]([O:25][CH3:26])=[O:24])=[C:18](NC2C=C(C)C=CC=2)[N:17]=1)=[O:7])([CH3:4])([CH3:3])[CH3:2].[F:35][C:36]([F:45])([F:44])[C:37]1[CH:38]=[C:39]([CH:41]=[CH:42][CH:43]=1)[NH2:40].[Br:46]N1C(=O)CCC1=O.C(OOC(=O)C1C=CC=CC=1)(=O)C1C=CC=CC=1. Product: [C:1]([O:5][C:6]([NH:8][C@H:9]1[CH2:14][CH2:13][CH2:12][CH2:11][C@H:10]1[NH:15][C:16]1[N:21]=[C:20]([CH3:22])[C:19]([C:23]([O:25][CH3:26])=[O:24])=[C:18]([NH:40][C:39]2[CH:41]=[CH:42][CH:43]=[C:37]([C:36]([F:44])([F:45])[F:35])[CH:38]=2)[N:17]=1)=[O:7])([CH3:4])([CH3:3])[CH3:2].[Br:46][CH2:22][C:20]1[C:19]([C:23]([O:25][CH3:26])=[O:24])=[C:18]([NH:40][C:39]2[CH:41]=[CH:42][CH:43]=[C:37]([C:36]([F:44])([F:45])[F:35])[CH:38]=2)[N:17]=[C:16]([NH:15][C@@H:10]2[CH2:11][CH2:12][CH2:13][CH2:14][C@@H:9]2[NH:8][C:6]([O:5][C:1]([CH3:4])([CH3:3])[CH3:2])=[O:7])[N:21]=1. (8) Reactant: [N:1]1[CH:6]=[CH:5][C:4]([NH:7][C:8]2[C:16]3[C:11](=[CH:12][CH:13]=[CH:14][CH:15]=3)[NH:10][C:9]=2[C:17]([OH:19])=[O:18])=[CH:3][CH:2]=1.[CH2:20]([N:22]([CH2:28][CH3:29])[C:23](=[O:27])[O:24][CH2:25]Cl)[CH3:21].C([O-])([O-])=O.[K+].[K+]. Product: [CH2:20]([N:22]([CH2:28][CH3:29])[C:23]([O:24][CH2:25][O:18][C:17]([C:9]1[NH:10][C:11]2[C:16]([C:8]=1[NH:7][C:4]1[CH:5]=[CH:6][N:1]=[CH:2][CH:3]=1)=[CH:15][CH:14]=[CH:13][CH:12]=2)=[O:19])=[O:27])[CH3:21]. The catalyst class is: 3.